The task is: Predict the reactants needed to synthesize the given product.. This data is from Full USPTO retrosynthesis dataset with 1.9M reactions from patents (1976-2016). (1) Given the product [Si:9]([O:16][C@@H:17]1[C@@:34]2([CH3:35])[C:21](=[CH:22][CH:23]=[C:24]3[C@@H:33]2[CH2:32][CH2:31][C@@:29]2([CH3:30])[C@H:25]3[CH2:26][CH:27]=[C:28]2[CH2:36][O:37][CH2:38][CH2:39][C:40]([CH2:5][CH3:6])([OH:41])[CH2:56][CH3:57])[CH2:20][C@@H:19]([O:45][Si:46]([C:49]([CH3:52])([CH3:51])[CH3:50])([CH3:48])[CH3:47])[CH2:18]1)([C:12]([CH3:15])([CH3:14])[CH3:13])([CH3:11])[CH3:10], predict the reactants needed to synthesize it. The reactants are: Cl[Ce](Cl)Cl.[CH2:5]([Mg]Br)[CH3:6].[Si:9]([O:16][C@@H:17]1[C@@:34]2([CH3:35])[C:21](=[CH:22][CH:23]=[C:24]3[C@@H:33]2[CH2:32][CH2:31][C@@:29]2([CH3:30])[C@H:25]3[CH2:26][CH:27]=[C:28]2[CH2:36][O:37][CH2:38][CH2:39][C:40](N(C)C)=[O:41])[CH2:20][C@@H:19]([O:45][Si:46]([C:49]([CH3:52])([CH3:51])[CH3:50])([CH3:48])[CH3:47])[CH2:18]1)([C:12]([CH3:15])([CH3:14])[CH3:13])([CH3:11])[CH3:10].[Cl-].[NH4+].O1CC[CH2:57][CH2:56]1. (2) The reactants are: [N+:1]([C:4]1[CH:9]=[CH:8][C:7]([C:10]2[C:15]([F:16])=[C:14]([F:17])[C:13]([F:18])=[C:12]([F:19])[C:11]=2[F:20])=[CH:6][CH:5]=1)([O-])=O. Given the product [NH2:1][C:4]1[CH:9]=[CH:8][C:7]([C:10]2[C:11]([F:20])=[C:12]([F:19])[C:13]([F:18])=[C:14]([F:17])[C:15]=2[F:16])=[CH:6][CH:5]=1, predict the reactants needed to synthesize it.